From a dataset of Catalyst prediction with 721,799 reactions and 888 catalyst types from USPTO. Predict which catalyst facilitates the given reaction. (1) Reactant: [F:1][C:2]1[CH:7]=[CH:6][C:5]([C:8]2[C:16]3[C:11](=[N:12][CH:13]=[C:14]([NH2:17])[CH:15]=3)[NH:10][N:9]=2)=[CH:4][CH:3]=1.C(N(CC)CC)C.[CH3:25][C:26]1[C:30]([CH3:31])=[C:29]([C:32](O)=[O:33])[NH:28][N:27]=1.F[P-](F)(F)(F)(F)F.N1(OC(N(C)C)=[N+](C)C)C2N=CC=CC=2N=N1. Product: [F:1][C:2]1[CH:3]=[CH:4][C:5]([C:8]2[C:16]3[C:11](=[N:12][CH:13]=[C:14]([NH:17][C:32]([C:29]4[NH:28][N:27]=[C:26]([CH3:25])[C:30]=4[CH3:31])=[O:33])[CH:15]=3)[NH:10][N:9]=2)=[CH:6][CH:7]=1. The catalyst class is: 35. (2) Reactant: [NH2:1][C:2]1[CH:7]=[CH:6][C:5]([C:8]2[CH:13]=[CH:12][C:11]([NH:14][C:15]([C:17]3[N:18]([CH2:24][O:25][CH2:26][CH2:27][Si:28]([CH3:31])([CH3:30])[CH3:29])[CH:19]=[C:20]([C:22]#[N:23])[N:21]=3)=[O:16])=[C:10]([C:32]3[CH2:37][CH2:36][CH2:35][CH2:34][CH:33]=3)[CH:9]=2)=[CH:4][CH:3]=1.N1C=CC=CC=1.[CH3:44][S:45](Cl)(=[O:47])=[O:46]. Product: [C:32]1([C:10]2[CH:9]=[C:8]([C:5]3[CH:4]=[CH:3][C:2]([NH:1][S:45]([CH3:44])(=[O:47])=[O:46])=[CH:7][CH:6]=3)[CH:13]=[CH:12][C:11]=2[NH:14][C:15]([C:17]2[N:18]([CH2:24][O:25][CH2:26][CH2:27][Si:28]([CH3:30])([CH3:31])[CH3:29])[CH:19]=[C:20]([C:22]#[N:23])[N:21]=2)=[O:16])[CH2:37][CH2:36][CH2:35][CH2:34][CH:33]=1. The catalyst class is: 2. (3) Reactant: [CH2:1]([O:3][C:4]([C:6]1[NH:7][C:8]2[C:13]([C:14]=1[C:15]([C:17]1[C:26]3[C:21](=[CH:22][CH:23]=[CH:24][CH:25]=3)[CH:20]=[CH:19][CH:18]=1)=O)=[CH:12][CH:11]=[CH:10][CH:9]=2)=[O:5])[CH3:2].C([SiH](CC)CC)C. Product: [CH2:1]([O:3][C:4]([C:6]1[NH:7][C:8]2[C:13]([C:14]=1[CH2:15][C:17]1[C:26]3[C:21](=[CH:22][CH:23]=[CH:24][CH:25]=3)[CH:20]=[CH:19][CH:18]=1)=[CH:12][CH:11]=[CH:10][CH:9]=2)=[O:5])[CH3:2]. The catalyst class is: 55. (4) Reactant: [F:1][C:2]1([F:21])[CH2:6][N:5]([C:7]([O:9][C:10]([CH3:13])([CH3:12])[CH3:11])=[O:8])[C@H:4]([CH2:14][CH:15]([CH3:20])[C:16]([O:18]C)=[O:17])[CH2:3]1.C(O)C.O[Li].O. Product: [C:10]([O:9][C:7]([N:5]1[CH2:6][C:2]([F:1])([F:21])[CH2:3][C@H:4]1[CH2:14][CH:15]([CH3:20])[C:16]([OH:18])=[O:17])=[O:8])([CH3:13])([CH3:11])[CH3:12]. The catalyst class is: 6.